This data is from Full USPTO retrosynthesis dataset with 1.9M reactions from patents (1976-2016). The task is: Predict the reactants needed to synthesize the given product. The reactants are: Br[C:2]1[CH:3]=[C:4]([C:8]2[N:16]3[C:11]([CH:12]=[N:13][C:14]([NH:17][C:18]4[CH:23]=[C:22]([O:24][CH3:25])[C:21]([O:26][CH3:27])=[C:20]([O:28][CH3:29])[CH:19]=4)=[N:15]3)=[C:10]([CH3:30])[N:9]=2)[CH:5]=[CH:6][CH:7]=1.[N:31]1([C:36]2[CH:42]=[CH:41][C:39]([NH2:40])=[CH:38][CH:37]=2)[CH:35]=[CH:34][N:33]=[CH:32]1.C(P(C(C)(C)C)C1C=CC=CC=1C1C=CC=CC=1)(C)(C)C.CC(C)([O-])C.[Na+]. Given the product [N:31]1([C:36]2[CH:42]=[CH:41][C:39]([NH:40][C:2]3[CH:3]=[C:4]([C:8]4[N:16]5[C:11]([CH:12]=[N:13][C:14]([NH:17][C:18]6[CH:23]=[C:22]([O:24][CH3:25])[C:21]([O:26][CH3:27])=[C:20]([O:28][CH3:29])[CH:19]=6)=[N:15]5)=[C:10]([CH3:30])[N:9]=4)[CH:5]=[CH:6][CH:7]=3)=[CH:38][CH:37]=2)[CH:35]=[CH:34][N:33]=[CH:32]1, predict the reactants needed to synthesize it.